This data is from Forward reaction prediction with 1.9M reactions from USPTO patents (1976-2016). The task is: Predict the product of the given reaction. (1) Given the reactants [CH2:1]([N:5]1[C:10]2=[CH:11][NH:12][CH:13]=[C:9]2[C:8](=[O:14])[N:7]([CH3:15])[C:6]1=[O:16])[CH:2]([CH3:4])[CH3:3].Cl[CH2:18][C:19]1[CH:24]=[CH:23][C:22]([C:25]2[CH:30]=[CH:29][CH:28]=[C:27]([F:31])[N:26]=2)=[CH:21][CH:20]=1.C(=O)([O-])[O-].[Cs+].[Cs+], predict the reaction product. The product is: [F:31][C:27]1[N:26]=[C:25]([C:22]2[CH:21]=[CH:20][C:19]([CH2:18][N:12]3[CH:13]=[C:9]4[C:10]([N:5]([CH2:1][CH:2]([CH3:4])[CH3:3])[C:6](=[O:16])[N:7]([CH3:15])[C:8]4=[O:14])=[CH:11]3)=[CH:24][CH:23]=2)[CH:30]=[CH:29][CH:28]=1. (2) The product is: [F:1][C:2]1[CH:3]=[CH:4][C:5]([C:8]2[O:9][C:10]([CH3:13])=[N:11][N:12]=2)=[CH:6][C:7]=1[N+:14]([O-:16])=[O:15]. Given the reactants [F:1][C:2]1[CH:7]=[CH:6][C:5]([C:8]2[O:9][C:10]([CH3:13])=[N:11][N:12]=2)=[CH:4][CH:3]=1.[N+:14]([O-])([OH:16])=[O:15], predict the reaction product. (3) Given the reactants [NH2:1][C:2]1[CH:3]=[CH:4][C:5]2[C:11]([CH3:13])([CH3:12])[CH2:10][CH2:9][C:8](=[O:14])[N:7]([CH2:15][CH2:16][O:17][CH3:18])[C:6]=2[CH:19]=1.Cl[C:21]1[N:26]=[C:25]([NH:27][C:28]2[CH:37]=[CH:36][CH:35]=[CH:34][C:29]=2[O:30][CH2:31][C:32]#[N:33])[C:24]([Cl:38])=[CH:23][N:22]=1, predict the reaction product. The product is: [Cl:38][C:24]1[C:25]([NH:27][C:28]2[CH:37]=[CH:36][CH:35]=[CH:34][C:29]=2[O:30][CH2:31][C:32]#[N:33])=[N:26][C:21]([NH:1][C:2]2[CH:3]=[CH:4][C:5]3[C:11]([CH3:13])([CH3:12])[CH2:10][CH2:9][C:8](=[O:14])[N:7]([CH2:15][CH2:16][O:17][CH3:18])[C:6]=3[CH:19]=2)=[N:22][CH:23]=1. (4) Given the reactants [CH:1]1([CH2:4][C:5]2[S:6][C:7]3[CH2:20][CH2:19][C:11]4[N:12]=[C:13]([NH:15]C(=O)C)[S:14][C:10]=4[C:8]=3[N:9]=2)[CH2:3][CH2:2]1.Cl, predict the reaction product. The product is: [CH:1]1([CH2:4][C:5]2[S:6][C:7]3[CH2:20][CH2:19][C:11]4[N:12]=[C:13]([NH2:15])[S:14][C:10]=4[C:8]=3[N:9]=2)[CH2:2][CH2:3]1. (5) Given the reactants [CH2:1]([N:8]1[CH2:13][CH2:12][CH:11]([C:14]([NH:16][C:17]2[CH:22]=[CH:21][C:20]([CH2:23][NH:24][C:25]3[C:34]4[C:29](=[CH:30][C:31]([CH3:35])=[CH:32][CH:33]=4)[N:28]=[C:27](Cl)[N:26]=3)=[CH:19][CH:18]=2)=[O:15])[CH2:10][CH2:9]1)[C:2]1[CH:7]=[CH:6][CH:5]=[CH:4][CH:3]=1.Cl.[CH3:38][NH2:39], predict the reaction product. The product is: [CH2:1]([N:8]1[CH2:13][CH2:12][CH:11]([C:14]([NH:16][C:17]2[CH:22]=[CH:21][C:20]([CH2:23][NH:24][C:25]3[C:34]4[C:29](=[CH:30][C:31]([CH3:35])=[CH:32][CH:33]=4)[N:28]=[C:27]([NH:39][CH3:38])[N:26]=3)=[CH:19][CH:18]=2)=[O:15])[CH2:10][CH2:9]1)[C:2]1[CH:7]=[CH:6][CH:5]=[CH:4][CH:3]=1. (6) Given the reactants CS(C)=O.C(Cl)(=O)C(Cl)=O.[OH:11][CH:12]([C:37]1[C:46]2[C:41](=[CH:42][CH:43]=[C:44]([O:47][CH3:48])[CH:45]=2)[N:40]=[CH:39][C:38]=1[F:49])[CH2:13][CH2:14][CH:15]1[CH2:20][CH2:19][N:18]([CH2:21][CH2:22][S:23][C:24]2[CH:29]=[C:28]([F:30])[CH:27]=[CH:26][C:25]=2[F:31])[CH2:17][CH:16]1[CH2:32][C:33]([O:35][CH3:36])=[O:34].C(N(CC)CC)C, predict the reaction product. The product is: [O:11]=[C:12]([C:37]1[C:46]2[C:41](=[CH:42][CH:43]=[C:44]([O:47][CH3:48])[CH:45]=2)[N:40]=[CH:39][C:38]=1[F:49])[CH2:13][CH2:14][CH:15]1[CH2:20][CH2:19][N:18]([CH2:21][CH2:22][S:23][C:24]2[CH:29]=[C:28]([F:30])[CH:27]=[CH:26][C:25]=2[F:31])[CH2:17][CH:16]1[CH2:32][C:33]([O:35][CH3:36])=[O:34]. (7) Given the reactants [C:1]([O:4][C:5]1[CH:6]=[CH:7][C:8]2[C:9]3[S:18][C:17]([CH2:19][CH2:20][CH3:21])=[N:16][C:10]=3[C:11]([NH2:15])=[N:12][C:13]=2[CH:14]=1)(=O)[CH3:2].C(=O)([O-])[O-].[Cs+].[Cs+].CN(C=O)C.I.I[CH2:35][C:36]1[CH:37]=[N:38][CH:39]=CC=1, predict the reaction product. The product is: [CH2:19]([C:17]1[S:18][C:9]2[C:8]3[CH:7]=[CH:6][C:5]([O:4][CH2:1][C:2]4[CH:39]=[N:38][CH:37]=[CH:36][CH:35]=4)=[CH:14][C:13]=3[N:12]=[C:11]([NH2:15])[C:10]=2[N:16]=1)[CH2:20][CH3:21].